Dataset: Forward reaction prediction with 1.9M reactions from USPTO patents (1976-2016). Task: Predict the product of the given reaction. (1) Given the reactants Cl[C:2]1[C:14]2[C:13]3[C:8](=[CH:9][CH:10]=[CH:11][CH:12]=3)[C@@:7]([C:16]([F:19])([F:18])[F:17])([OH:15])[C:6]=2[CH:5]=[C:4]([O:20][CH2:21][C@@H:22]([OH:24])[CH3:23])[CH:3]=1.[CH3:25][C:26]([N:33]1[CH:37]=[C:36](B2OC(C)(C)C(C)(C)O2)[CH:35]=[N:34]1)([CH3:32])[C:27]([O:29][CH2:30][CH3:31])=[O:28].C(=O)([O-])O.[Na+].C1(P(C2CCCCC2)C2C=CC=CC=2C2C(OC)=CC=CC=2OC)CCCCC1, predict the reaction product. The product is: [OH:15][C@@:7]1([C:16]([F:18])([F:17])[F:19])[C:6]2[CH:5]=[C:4]([O:20][CH2:21][C@@H:22]([OH:24])[CH3:23])[CH:3]=[C:2]([C:36]3[CH:35]=[N:34][N:33]([C:26]([CH3:25])([CH3:32])[C:27]([O:29][CH2:30][CH3:31])=[O:28])[CH:37]=3)[C:14]=2[C:13]2[C:8]1=[CH:9][CH:10]=[CH:11][CH:12]=2. (2) Given the reactants B(Br)(Br)Br.[Cl:5][C:6]1[CH:7]=[CH:8][C:9]([O:20]C)=[C:10]([C:12]2[CH:17]=[CH:16][CH:15]=[C:14]([C:18]#[N:19])[CH:13]=2)[CH:11]=1, predict the reaction product. The product is: [Cl:5][C:6]1[CH:7]=[CH:8][C:9]([OH:20])=[C:10]([C:12]2[CH:17]=[CH:16][CH:15]=[C:14]([C:18]#[N:19])[CH:13]=2)[CH:11]=1. (3) Given the reactants [C:1]([C:3]1[C:7]2[CH:8]=[CH:9][C:10]([N+:12]([O-])=O)=[CH:11][C:6]=2[S:5][C:4]=1[C:15]([O:17][CH2:18][CH3:19])=[O:16])#[CH:2].[H][H], predict the reaction product. The product is: [NH2:12][C:10]1[CH:9]=[CH:8][C:7]2[C:3]([CH2:1][CH3:2])=[C:4]([C:15]([O:17][CH2:18][CH3:19])=[O:16])[S:5][C:6]=2[CH:11]=1. (4) Given the reactants [N+:1]([C:4]1[CH:9]=[CH:8][C:7]([S:10]([N:13]2[CH2:18][CH2:17][C:16](O)(O)[CH2:15][CH2:14]2)(=[O:12])=[O:11])=[CH:6][CH:5]=1)([O-:3])=[O:2].Cl.[F:22][C:23]([F:34])([F:33])[C:24]1[CH:25]=[C:26]([CH:30]=[CH:31][CH:32]=1)[CH2:27][O:28][NH2:29].C([O-])(=O)C.[Na+], predict the reaction product. The product is: [F:22][C:23]([F:33])([F:34])[C:24]1[CH:25]=[C:26]([CH:30]=[CH:31][CH:32]=1)[CH2:27][O:28][N:29]=[C:16]1[CH2:17][CH2:18][N:13]([S:10]([C:7]2[CH:8]=[CH:9][C:4]([N+:1]([O-:3])=[O:2])=[CH:5][CH:6]=2)(=[O:12])=[O:11])[CH2:14][CH2:15]1. (5) Given the reactants [CH2:1]([O:8][CH2:9][C@@:10]12[CH2:15][C@@H:14]1[CH2:13][O:12][C:11]2=O)[C:2]1[CH:7]=[CH:6][CH:5]=[CH:4][CH:3]=1.C([SiH](CC)CC)C, predict the reaction product. The product is: [CH2:1]([O:8][CH2:9][C@@:10]12[CH2:15][C@@H:14]1[CH2:13][O:12][CH2:11]2)[C:2]1[CH:3]=[CH:4][CH:5]=[CH:6][CH:7]=1. (6) Given the reactants [C:1]([O:4][C:5]1[CH:15]=[CH:14][C:8](/[CH:9]=[CH:10]/[C:11]([OH:13])=[O:12])=[CH:7][C:6]=1[O:16][CH3:17])(=[O:3])[CH3:2].[CH3:18][CH:19]([CH2:21][CH2:22][CH2:23][C@H:24]([C@@H:26]1[C@:44]2([CH3:45])[C@H:29]([C@H:30]3[C@H:41]([CH2:42][CH2:43]2)[C@:39]2([CH3:40])[C:33]([CH2:34][C@H:35]([CH2:37][CH2:38]2)O)=[CH:32][CH2:31]3)[CH2:28][CH2:27]1)[CH3:25])[CH3:20].C1CCC(N=C=NC2CCCCC2)CC1, predict the reaction product. The product is: [C:1]([O:4][C:5]1[CH:15]=[CH:14][C:8](/[CH:9]=[CH:10]/[C:11]([O:13][C@H:35]2[CH2:37][CH2:38][C@@:39]3([CH3:40])[C:33](=[CH:32][CH2:31][C@@H:30]4[C@@H:41]3[CH2:42][CH2:43][C@@:44]3([CH3:45])[C@H:29]4[CH2:28][CH2:27][C@@H:26]3[C@H:24]([CH3:25])[CH2:23][CH2:22][CH2:21][CH:19]([CH3:18])[CH3:20])[CH2:34]2)=[O:12])=[CH:7][C:6]=1[O:16][CH3:17])(=[O:3])[CH3:2].